This data is from NCI-60 drug combinations with 297,098 pairs across 59 cell lines. The task is: Regression. Given two drug SMILES strings and cell line genomic features, predict the synergy score measuring deviation from expected non-interaction effect. (1) Cell line: 786-0. Drug 2: CC1=C2C(C(=O)C3(C(CC4C(C3C(C(C2(C)C)(CC1OC(=O)C(C(C5=CC=CC=C5)NC(=O)C6=CC=CC=C6)O)O)OC(=O)C7=CC=CC=C7)(CO4)OC(=O)C)O)C)OC(=O)C. Synergy scores: CSS=7.57, Synergy_ZIP=8.64, Synergy_Bliss=12.8, Synergy_Loewe=13.7, Synergy_HSA=13.6. Drug 1: CC1=C(C=C(C=C1)NC(=O)C2=CC=C(C=C2)CN3CCN(CC3)C)NC4=NC=CC(=N4)C5=CN=CC=C5. (2) Drug 1: CS(=O)(=O)C1=CC(=C(C=C1)C(=O)NC2=CC(=C(C=C2)Cl)C3=CC=CC=N3)Cl. Drug 2: CC1CCCC2(C(O2)CC(NC(=O)CC(C(C(=O)C(C1O)C)(C)C)O)C(=CC3=CSC(=N3)C)C)C. Cell line: EKVX. Synergy scores: CSS=21.9, Synergy_ZIP=2.39, Synergy_Bliss=7.77, Synergy_Loewe=7.46, Synergy_HSA=7.05. (3) Drug 1: C1=CC=C(C(=C1)C(C2=CC=C(C=C2)Cl)C(Cl)Cl)Cl. Drug 2: CC12CCC3C(C1CCC2OP(=O)(O)O)CCC4=C3C=CC(=C4)OC(=O)N(CCCl)CCCl.[Na+]. Cell line: SW-620. Synergy scores: CSS=3.75, Synergy_ZIP=-1.27, Synergy_Bliss=1.61, Synergy_Loewe=1.31, Synergy_HSA=1.30. (4) Drug 1: CN(CCCl)CCCl.Cl. Drug 2: CC1C(C(CC(O1)OC2CC(CC3=C2C(=C4C(=C3O)C(=O)C5=CC=CC=C5C4=O)O)(C(=O)C)O)N)O. Cell line: HCT-15. Synergy scores: CSS=39.3, Synergy_ZIP=-6.12, Synergy_Bliss=-6.97, Synergy_Loewe=-4.80, Synergy_HSA=-2.39. (5) Drug 1: C1=C(C(=O)NC(=O)N1)N(CCCl)CCCl. Drug 2: C1CC(=O)NC(=O)C1N2C(=O)C3=CC=CC=C3C2=O. Cell line: UACC-257. Synergy scores: CSS=0.895, Synergy_ZIP=-3.52, Synergy_Bliss=-1.75, Synergy_Loewe=-6.65, Synergy_HSA=-2.60. (6) Drug 1: C1=CN(C=N1)CC(O)(P(=O)(O)O)P(=O)(O)O. Drug 2: C1=NC2=C(N1)C(=S)N=CN2. Cell line: MDA-MB-435. Synergy scores: CSS=49.7, Synergy_ZIP=0.119, Synergy_Bliss=0.137, Synergy_Loewe=-15.1, Synergy_HSA=0.519. (7) Drug 1: CCC(=C(C1=CC=CC=C1)C2=CC=C(C=C2)OCCN(C)C)C3=CC=CC=C3.C(C(=O)O)C(CC(=O)O)(C(=O)O)O. Drug 2: CC(C)(C#N)C1=CC(=CC(=C1)CN2C=NC=N2)C(C)(C)C#N. Cell line: SR. Synergy scores: CSS=5.21, Synergy_ZIP=-2.78, Synergy_Bliss=-4.76, Synergy_Loewe=-0.680, Synergy_HSA=-3.57. (8) Drug 1: COCCOC1=C(C=C2C(=C1)C(=NC=N2)NC3=CC=CC(=C3)C#C)OCCOC. Drug 2: CC(C)(C#N)C1=CC=C(C=C1)N2C3=C4C=C(C=CC4=NC=C3N(C2=O)C)C5=CC6=CC=CC=C6N=C5. Cell line: SW-620. Synergy scores: CSS=68.5, Synergy_ZIP=8.29, Synergy_Bliss=8.02, Synergy_Loewe=-7.18, Synergy_HSA=9.02. (9) Cell line: OVCAR-8. Drug 2: C1CCC(C(C1)N)N.C(=O)(C(=O)[O-])[O-].[Pt+4]. Drug 1: C1CCC(CC1)NC(=O)N(CCCl)N=O. Synergy scores: CSS=16.8, Synergy_ZIP=-7.91, Synergy_Bliss=-8.12, Synergy_Loewe=-14.0, Synergy_HSA=-7.26.